Dataset: Catalyst prediction with 721,799 reactions and 888 catalyst types from USPTO. Task: Predict which catalyst facilitates the given reaction. (1) Reactant: Cl.[NH2:2][C@@H:3]1[CH2:5][C@H:4]1[C:6]1[CH:11]=[CH:10][C:9]([NH:12][C:13](=[O:21])[C:14]2[CH:19]=[CH:18][CH:17]=[C:16]([Br:20])[CH:15]=2)=[CH:8][CH:7]=1.C(=O)([O-])O.[Na+].[BH4-].[Na+].O. Product: [Br:20][C:16]1[CH:15]=[C:14]([CH:19]=[CH:18][CH:17]=1)[C:13]([NH:12][C:9]1[CH:10]=[CH:11][C:6]([C@@H:4]2[CH2:5][C@H:3]2[NH:2][CH2:5][CH2:3][CH2:4][CH2:6][CH2:7][CH2:8][CH2:9][CH3:10])=[CH:7][CH:8]=1)=[O:21]. The catalyst class is: 5. (2) Reactant: [OH:1][CH2:2][C@H:3]([CH3:8])[C:4]([O:6][CH3:7])=[O:5].N1C=CN=C1.[Si:14](Cl)([C:27]([CH3:30])([CH3:29])[CH3:28])([C:21]1[CH:26]=[CH:25][CH:24]=[CH:23][CH:22]=1)[C:15]1[CH:20]=[CH:19][CH:18]=[CH:17][CH:16]=1. Product: [C:27]([Si:14]([C:21]1[CH:26]=[CH:25][CH:24]=[CH:23][CH:22]=1)([C:15]1[CH:16]=[CH:17][CH:18]=[CH:19][CH:20]=1)[O:1][CH2:2][C@H:3]([CH3:8])[C:4]([O:6][CH3:7])=[O:5])([CH3:30])([CH3:28])[CH3:29]. The catalyst class is: 4. (3) Reactant: [CH3:1][S:2](Cl)(=[O:4])=[O:3].[CH2:6]([O:13][C:14]1[CH:19]=[CH:18][C:17]([CH2:20][CH:21]([OH:27])[C:22]([O:24][CH2:25][CH3:26])=[O:23])=[CH:16][CH:15]=1)[C:7]1[CH:12]=[CH:11][CH:10]=[CH:9][CH:8]=1.C(N(CC)CC)C. Product: [CH2:6]([O:13][C:14]1[CH:19]=[CH:18][C:17]([CH2:20][CH:21]([O:27][S:2]([CH3:1])(=[O:4])=[O:3])[C:22]([O:24][CH2:25][CH3:26])=[O:23])=[CH:16][CH:15]=1)[C:7]1[CH:12]=[CH:11][CH:10]=[CH:9][CH:8]=1. The catalyst class is: 4. (4) Reactant: C(NC1CCCCC1)(C)C.C([Li])CCC.CCCCCC.[C:22](#[N:26])[CH:23]([CH3:25])[CH3:24].[CH2:27](Cl)[C:28]1[CH:33]=[CH:32][CH:31]=[CH:30][CH:29]=1. Product: [CH3:24][C:23]([CH3:25])([CH2:27][C:28]1[CH:33]=[CH:32][CH:31]=[CH:30][CH:29]=1)[C:22]#[N:26]. The catalyst class is: 7.